This data is from Full USPTO retrosynthesis dataset with 1.9M reactions from patents (1976-2016). The task is: Predict the reactants needed to synthesize the given product. (1) Given the product [Cl:27][C:28]1[CH:37]=[C:36]2[C:31]([CH:32]=[C:33]([C:39]3[C:40]([CH3:47])=[CH:41][C:42]([F:46])=[C:43]([NH:44][C:53]([NH:24][CH2:6][CH2:5][CH:1]4[CH2:2][CH2:3][CH2:4]4)=[O:48])[CH:45]=3)[C:34]([CH3:38])=[N:35]2)=[CH:30][N:29]=1, predict the reactants needed to synthesize it. The reactants are: [CH:1]1([CH2:5][CH2:6]C(O)=O)[CH2:4][CH2:3][CH2:2]1.C1C=CC(P([N:24]=[N+]=[N-])(C2C=CC=CC=2)=O)=CC=1.[Cl:27][C:28]1[CH:37]=[C:36]2[C:31]([CH:32]=[C:33]([C:39]3[C:40]([CH3:47])=[CH:41][C:42]([F:46])=[C:43]([CH:45]=3)[NH2:44])[C:34]([CH3:38])=[N:35]2)=[CH:30][N:29]=1.[O:48]1[CH2:53]COCC1. (2) Given the product [CH3:1][O:2][C:3]([C:5]1[C:6]2[CH:7]=[CH:8][NH:9][C:10]=2[CH:11]=[C:12]([CH3:15])[CH:13]=1)=[O:4], predict the reactants needed to synthesize it. The reactants are: [CH3:1][O:2][C:3]([C:5]1[C:6]2[CH:7]=[CH:8][NH:9][C:10]=2[CH:11]=[C:12](Br)[CH:13]=1)=[O:4].[CH3:15]N(C=O)C.CB1OB(C)OB(C)O1.C([O-])([O-])=O.[Na+].[Na+]. (3) Given the product [CH3:1][O:2][C:3]([C:5]1[C:6](=[O:17])[S:7][C:8]2[C:13]([C:14]=1[OH:15])=[CH:12][CH:11]=[C:10]([C:21]1[CH:22]=[CH:23][CH:24]=[CH:25][C:20]=1[C:19]([F:30])([F:29])[F:18])[CH:9]=2)=[O:4], predict the reactants needed to synthesize it. The reactants are: [CH3:1][O:2][C:3]([C:5]1[C:6](=[O:17])[S:7][C:8]2[C:13]([C:14]=1[OH:15])=[CH:12][CH:11]=[C:10](Br)[CH:9]=2)=[O:4].[F:18][C:19]([F:30])([F:29])[C:20]1[CH:25]=[CH:24][CH:23]=[CH:22][C:21]=1B(O)O. (4) Given the product [BrH:17].[OH:2][C:3]1[CH:8]=[CH:7][N:6]2[CH:9]=[C:10]([C:12]([OH:14])=[O:13])[N:11]=[C:5]2[CH:4]=1, predict the reactants needed to synthesize it. The reactants are: C[O:2][C:3]1[CH:8]=[CH:7][N:6]2[CH:9]=[C:10]([C:12]([O:14]CC)=[O:13])[N:11]=[C:5]2[CH:4]=1.[BrH:17].